From a dataset of Reaction yield outcomes from USPTO patents with 853,638 reactions. Predict the reaction yield, written as a fraction of the theoretical maximum amount of product (1.0 means a 100% yield; for example, 0.34 means a 34% yield). (1) The reactants are Br[C:2]1[CH:3]=[C:4]([CH:8]=[CH:9][N:10]=1)[C:5]([OH:7])=[O:6].[CH3:11][C:12]1[NH:13][CH:14]=[C:15]([CH3:17])[N:16]=1. No catalyst specified. The product is [CH3:11][C:12]1[N:13]([C:2]2[CH:3]=[C:4]([CH:8]=[CH:9][N:10]=2)[C:5]([OH:7])=[O:6])[CH:14]=[C:15]([CH3:17])[N:16]=1. The yield is 0.500. (2) The reactants are [CH3:1][C:2]1[N:3]=[CH:4][C:5]([CH2:8][NH:9][C:10]2[S:11][CH2:12][C:13](=[O:15])[N:14]=2)=[N:6][CH:7]=1.[N:16]1[C:25]2[C:20](=[N:21][C:22]([CH:26]=O)=[CH:23][CH:24]=2)[CH:19]=[CH:18][CH:17]=1.C(O)(=O)C1C=CC=CC=1.N1CCCCC1. The catalyst is C1(C)C=CC=CC=1. The product is [CH3:1][C:2]1[N:3]=[CH:4][C:5]([CH2:8][NH:9][C:10]2[S:11][C:12](=[CH:26][C:22]3[CH:23]=[CH:24][C:25]4[C:20](=[CH:19][CH:18]=[CH:17][N:16]=4)[N:21]=3)[C:13](=[O:15])[N:14]=2)=[N:6][CH:7]=1. The yield is 0.183. (3) The reactants are [NH2:1][C:2]1[N:3]([CH3:24])[C:4](=[O:23])[C:5]2([C:15]3[C:10](=[CH:11][CH:12]=[C:13](Br)[CH:14]=3)[O:9][CH:8]([C:17]3[CH:22]=[CH:21][CH:20]=[CH:19][CH:18]=3)[CH2:7]2)[N:6]=1.[F:25][C:26]1[CH:31]=[CH:30][C:29](B(O)O)=[CH:28][C:27]=1[C:35](=[O:40])[NH:36][CH2:37][CH2:38][OH:39]. The catalyst is O1CCOCC1.C([O-])([O-])=O.[Cs+].[Cs+].Cl[Pd](Cl)([P](C1C=CC=CC=1)(C1C=CC=CC=1)C1C=CC=CC=1)[P](C1C=CC=CC=1)(C1C=CC=CC=1)C1C=CC=CC=1. The product is [NH2:1][C:2]1[N:3]([CH3:24])[C:4](=[O:23])[C:5]2([C:15]3[C:10](=[CH:11][CH:12]=[C:13]([C:29]4[CH:30]=[CH:31][C:26]([F:25])=[C:27]([CH:28]=4)[C:35]([NH:36][CH2:37][CH2:38][OH:39])=[O:40])[CH:14]=3)[O:9][CH:8]([C:17]3[CH:22]=[CH:21][CH:20]=[CH:19][CH:18]=3)[CH2:7]2)[N:6]=1. The yield is 0.120. (4) The reactants are [Cl:1][C:2]1[CH:7]=[CH:6][CH:5]=[CH:4][C:3]=1[N:8]([CH3:28])[C:9]([C:11]1[S:27][C:14]2[C:15]3[CH:23]=[CH:22][C:21]([C:24](O)=[O:25])=[CH:20][C:16]=3[O:17][CH2:18][CH2:19][C:13]=2[CH:12]=1)=[O:10].[NH:29]([CH3:31])[CH3:30].Cl.N1C=CC=CC=1.ClC1C=CC=CC=1N(C)C(C1SC2C3C=CC(C(Cl)=O)=CC=3OCCC=2C=1)=O. The catalyst is O=S(Cl)Cl.C1COCC1. The product is [Cl:1][C:2]1[CH:7]=[CH:6][CH:5]=[CH:4][C:3]=1[N:8]([CH3:28])[C:9]([C:11]1[S:27][C:14]2[C:15]3[CH:23]=[CH:22][C:21]([C:24]([N:29]([CH3:31])[CH3:30])=[O:25])=[CH:20][C:16]=3[O:17][CH2:18][CH2:19][C:13]=2[CH:12]=1)=[O:10]. The yield is 0.820. (5) The reactants are Br.[NH2:2][C:3]1[C:11]([OH:12])=[C:10]2[C:6]([CH2:7][CH2:8][C:9]2=[O:13])=[CH:5][CH:4]=1.[CH:14](OCC)(OCC)OCC. The catalyst is O1CCCC1.C(OCC)(=O)C. The product is [O:12]1[C:11]2[C:10]3[C:9](=[O:13])[CH2:8][CH2:7][C:6]=3[CH:5]=[CH:4][C:3]=2[N:2]=[CH:14]1. The yield is 3.62.